Task: Predict which catalyst facilitates the given reaction.. Dataset: Catalyst prediction with 721,799 reactions and 888 catalyst types from USPTO (1) Reactant: C([O:5][C:6](=[O:19])[C:7]([S:10][C:11]1[S:12][CH:13]=[C:14]([CH2:16][CH2:17][NH2:18])[N:15]=1)([CH3:9])[CH3:8])(C)(C)C.[Cl:20][C:21]1[N:28]=[CH:27][C:26]([Cl:29])=[CH:25][C:22]=1[C:23]#[N:24].Cl.O1[CH2:36][CH2:35]OCC1. Product: [ClH:20].[Cl:29][C:26]1[CH:25]=[C:22]([C:23]#[N:24])[C:21]([N:18]([CH2:21][CH2:22][CH2:25][CH2:26][CH2:27][CH2:35][CH3:36])[CH2:17][CH2:16][C:14]2[N:15]=[C:11]([S:10][C:7]([CH3:8])([CH3:9])[C:6]([OH:5])=[O:19])[S:12][CH:13]=2)=[N:28][CH:27]=1. The catalyst class is: 12. (2) Product: [CH:1]1([N:4]2[CH2:5][CH2:6][N:7]([C:10]3[CH:11]=[CH:12][C:13]([C:14]([NH:21][C:22]4[CH:23]=[C:24]([CH2:34][CH2:35][C:36]5[CH:41]=[C:40]([O:42][CH3:43])[CH:39]=[C:38]([O:44][CH3:45])[CH:37]=5)[NH:25][N:26]=4)=[O:16])=[CH:19][CH:20]=3)[CH2:8][CH2:9]2)[CH2:2][CH2:3]1. Reactant: [CH:1]1([N:4]2[CH2:9][CH2:8][N:7]([C:10]3[CH:20]=[CH:19][C:13]([C:14]([O:16]CC)=O)=[CH:12][CH:11]=3)[CH2:6][CH2:5]2)[CH2:3][CH2:2]1.[NH2:21][C:22]1[N:26](C(OC(C)(C)C)=O)[N:25]=[C:24]([CH2:34][CH2:35][C:36]2[CH:41]=[C:40]([O:42][CH3:43])[CH:39]=[C:38]([O:44][CH3:45])[CH:37]=2)[CH:23]=1.C[Si]([N-][Si](C)(C)C)(C)C.[Na+]. The catalyst class is: 1. (3) Reactant: [F:1][C:2]([F:16])([F:15])[C:3]([NH:5][CH2:6][C:7]1[CH:12]=[CH:11][C:10]([O:13]C)=[CH:9][CH:8]=1)=[O:4].B(Br)(Br)Br. Product: [F:1][C:2]([F:15])([F:16])[C:3]([NH:5][CH2:6][C:7]1[CH:12]=[CH:11][C:10]([OH:13])=[CH:9][CH:8]=1)=[O:4]. The catalyst class is: 2. (4) Reactant: [C:1](=[NH:14])([C:8]1[CH:13]=[CH:12][CH:11]=[CH:10][CH:9]=1)[C:2]1[CH:7]=[CH:6][CH:5]=[CH:4][CH:3]=1.Cl.[NH2:16][CH2:17][C:18]#N. Product: [C:1](=[N:14][CH2:18][C:17]#[N:16])([C:8]1[CH:9]=[CH:10][CH:11]=[CH:12][CH:13]=1)[C:2]1[CH:7]=[CH:6][CH:5]=[CH:4][CH:3]=1. The catalyst class is: 4. (5) Reactant: [CH3:1][N:2]([CH3:6])[C:3](Cl)=[O:4].[F:7][C:8]1[CH:9]=[C:10]([C:16]2[C:24]3[C:19](=[N:20][CH:21]=[C:22]([NH2:25])[CH:23]=3)[N:18]([CH3:26])[N:17]=2)[CH:11]=[CH:12][C:13]=1[O:14][CH3:15].N1C=CC=CC=1. Product: [F:7][C:8]1[CH:9]=[C:10]([C:16]2[C:24]3[C:19](=[N:20][CH:21]=[C:22]([NH:25][C:3](=[O:4])[N:2]([CH3:6])[CH3:1])[CH:23]=3)[N:18]([CH3:26])[N:17]=2)[CH:11]=[CH:12][C:13]=1[O:14][CH3:15]. The catalyst class is: 4. (6) Reactant: [CH3:1][O:2][C:3](=[O:20])[C:4](=[N:12][NH:13][C:14]1[CH:19]=[CH:18][CH:17]=[CH:16][CH:15]=1)[C:5](=[O:11])[CH2:6][C:7](OC)=[O:8]. Product: [CH3:1][O:2][C:3]([C:4]1[C:5]([OH:11])=[CH:6][C:7](=[O:8])[N:13]([C:14]2[CH:19]=[CH:18][CH:17]=[CH:16][CH:15]=2)[N:12]=1)=[O:20]. The catalyst class is: 262. (7) Reactant: Br[C:2]1[CH:3]=[C:4]([S:10]([NH2:13])(=[O:12])=[O:11])[C:5]([O:8][CH3:9])=[N:6][CH:7]=1.[B:14]1([B:14]2[O:18][C:17]([CH3:20])([CH3:19])[C:16]([CH3:22])([CH3:21])[O:15]2)[O:18][C:17]([CH3:20])([CH3:19])[C:16]([CH3:22])([CH3:21])[O:15]1.C([O-])(=O)C.[K+]. Product: [CH3:9][O:8][C:5]1[C:4]([S:10]([NH2:13])(=[O:12])=[O:11])=[CH:3][C:2]([B:14]2[O:18][C:17]([CH3:20])([CH3:19])[C:16]([CH3:22])([CH3:21])[O:15]2)=[CH:7][N:6]=1. The catalyst class is: 12.